This data is from Full USPTO retrosynthesis dataset with 1.9M reactions from patents (1976-2016). The task is: Predict the reactants needed to synthesize the given product. (1) Given the product [Cl:1][C:2]1[N:7]=[C:6]([N:8]([CH3:18])[C:9]2[C:14]([CH3:15])=[CH:13][CH:12]=[CH:11][C:10]=2[CH2:16][OH:17])[CH:5]=[CH:4][N:3]=1, predict the reactants needed to synthesize it. The reactants are: [Cl:1][C:2]1[N:7]=[C:6]([NH:8][C:9]2[C:14]([CH3:15])=[CH:13][CH:12]=[CH:11][C:10]=2[CH2:16][OH:17])[CH:5]=[CH:4][N:3]=1.[C:18](=O)([O-])[O-].[Cs+].[Cs+].CI. (2) The reactants are: [CH3:1][O:2][CH2:3][CH2:4][O:5][CH2:6][CH2:7][O:8][CH2:9][CH2:10][O:11][CH2:12][CH2:13][O:14][CH2:15][CH2:16][O:17][CH2:18][CH2:19][O:20][CH2:21][CH2:22][O:23][CH2:24][CH2:25][NH:26][C:27]([C@@H:29]1[CH2:33][CH2:32][CH2:31][N:30]1[CH2:34][CH2:35][N:36]([CH3:79])[C:37](=[O:78])[C:38]1[CH:77]=[CH:76][CH:75]=[C:40]([C:41]([NH:43][C:44]2[CH:49]=[CH:48][C:47]([N:50]3[CH2:55][CH2:54]C[CH2:52][CH2:51]3)=[CH:46][C:45]=2[C:56]2[CH:61]=[C:60]([C:62](=[O:74])[NH:63][C@@H:64]3[C:73]4[C:68](=[CH:69][CH:70]=[CH:71][CH:72]=4)[CH2:67][CH2:66][CH2:65]3)[CH:59]=[CH:58][N:57]=2)=[O:42])[CH:39]=1)=[O:28].C(N(CC)C1C=CC(NC(=O)C2C=CC=C(C(N(C)CC=O)=O)C=2)=C(C2C=C(C(=O)N[C@@H]3C4C(=CC=CC=4)CCC3)C=CN=2)C=1)C. Given the product [CH3:1][O:2][CH2:3][CH2:4][O:5][CH2:6][CH2:7][O:8][CH2:9][CH2:10][O:11][CH2:12][CH2:13][O:14][CH2:15][CH2:16][O:17][CH2:18][CH2:19][O:20][CH2:21][CH2:22][O:23][CH2:24][CH2:25][NH:26][C:27]([C@@H:29]1[CH2:33][CH2:32][CH2:31][N:30]1[CH2:34][CH2:35][N:36]([CH3:79])[C:37](=[O:78])[C:38]1[CH:77]=[CH:76][CH:75]=[C:40]([C:41]([NH:43][C:44]2[CH:49]=[CH:48][C:47]([N:50]([CH2:55][CH3:54])[CH2:51][CH3:52])=[CH:46][C:45]=2[C:56]2[CH:61]=[C:60]([C:62](=[O:74])[NH:63][C@@H:64]3[C:73]4[C:68](=[CH:69][CH:70]=[CH:71][CH:72]=4)[CH2:67][CH2:66][CH2:65]3)[CH:59]=[CH:58][N:57]=2)=[O:42])[CH:39]=1)=[O:28], predict the reactants needed to synthesize it. (3) Given the product [CH2:35]([N:31]([C:32]([NH2:34])=[O:33])[N:30]=[CH:28][C:17]1[CH:20]=[CH:21][C:14]([N:11]2[CH2:12][CH2:13][C:9]([C:4]3[CH:5]=[C:6]([Cl:8])[CH:7]=[C:2]([Cl:1])[CH:3]=3)([C:23]([F:26])([F:25])[F:24])[CH2:10]2)=[CH:15][C:16]=1[CH3:22])[CH3:36], predict the reactants needed to synthesize it. The reactants are: [Cl:1][C:2]1[CH:3]=[C:4]([C:9]2([C:23]([F:26])([F:25])[F:24])[CH2:13][CH2:12][N:11]([C:14]3[CH:21]=[CH:20][C:17](C=O)=[C:16]([CH3:22])[CH:15]=3)[CH2:10]2)[CH:5]=[C:6]([Cl:8])[CH:7]=1.Cl.[CH2:28]([NH:30][NH:31][C:32]([NH2:34])=[O:33])C.[CH2:35](O)[CH3:36]. (4) Given the product [NH2:1][C:2]1[N:7]=[CH:6][C:5]([C:8]2[CH:9]=[N:10][N:11]([CH2:13][CH2:14][OH:20])[CH:12]=2)=[CH:4][C:3]=1[O:21][CH:22]([C:24]1[C:29]([Cl:30])=[CH:28][CH:27]=[C:26]([F:31])[C:25]=1[Cl:32])[CH3:23], predict the reactants needed to synthesize it. The reactants are: [NH2:1][C:2]1[N:7]=[CH:6][C:5]([C:8]2[CH:9]=[N:10][N:11]([CH2:13][C:14]3([OH:20])CCOCC3)[CH:12]=2)=[CH:4][C:3]=1[O:21][CH:22]([C:24]1[C:29]([Cl:30])=[CH:28][CH:27]=[C:26]([F:31])[C:25]=1[Cl:32])[CH3:23].ClC1C(F)=CC=C(Cl)C=1C(OC1C(N)=NC=C(B2OC(C)(C)C(C)(C)O2)C=1)C.